From a dataset of Full USPTO retrosynthesis dataset with 1.9M reactions from patents (1976-2016). Predict the reactants needed to synthesize the given product. (1) The reactants are: Cl[C:2]1[CH:7]=[CH:6][N:5]=[CH:4][C:3]=1[CH:8]=[O:9].[OH:10][CH2:11][C:12]1[CH:13]=[N:14][CH:15]=[CH:16][CH:17]=1. Given the product [N:5]1[CH:6]=[CH:7][CH:2]=[C:3]([CH2:8][O:9][C:17]2[C:12]([CH:11]=[O:10])=[CH:13][N:14]=[CH:15][CH:16]=2)[CH:4]=1, predict the reactants needed to synthesize it. (2) The reactants are: C1(CC(Cl)=O)C=CC=CC=1.[CH3:11][O:12][C:13]1[CH:14]=[C:15]2[C:20](=[CH:21][C:22]=1[O:23][CH3:24])[N:19]=[CH:18][N:17]=[C:16]2[O:25][C:26]1[CH:32]=[CH:31][C:29]([NH2:30])=[CH:28][CH:27]=1.[C:33]1([CH2:39][C:40]([N:42]=[C:43]=[S:44])=[O:41])[CH:38]=[CH:37][CH:36]=[CH:35][CH:34]=1. Given the product [C:33]1([CH2:39][C:40]([N:42]=[C:43]=[S:44])=[O:41])[CH:38]=[CH:37][CH:36]=[CH:35][CH:34]=1.[CH3:11][O:12][C:13]1[CH:14]=[C:15]2[C:20](=[CH:21][C:22]=1[O:23][CH3:24])[N:19]=[CH:18][N:17]=[C:16]2[O:25][C:26]1[CH:32]=[CH:31][C:29]([NH:30][C:43]([NH:42][C:40](=[O:41])[CH2:39][C:33]2[CH:34]=[CH:35][CH:36]=[CH:37][CH:38]=2)=[S:44])=[CH:28][CH:27]=1, predict the reactants needed to synthesize it.